From a dataset of Reaction yield outcomes from USPTO patents with 853,638 reactions. Predict the reaction yield, written as a fraction of the theoretical maximum amount of product (1.0 means a 100% yield; for example, 0.34 means a 34% yield). (1) The reactants are C([O:3][C:4]([C:6]1[CH:10]=[CH:9][N:8]([C:11]2[CH:16]=[CH:15][CH:14]=[CH:13][C:12]=2[CH3:17])[N:7]=1)=[O:5])C.[OH-].[Na+]. The catalyst is C1COCC1.CO.CCOC(C)=O. The product is [C:12]1([CH3:17])[CH:13]=[CH:14][CH:15]=[CH:16][C:11]=1[N:8]1[CH:9]=[CH:10][C:6]([C:4]([OH:5])=[O:3])=[N:7]1. The yield is 0.790. (2) The reactants are [CH3:1][N:2]1[C:6]2[CH:7]=[CH:8][C:9]([NH2:11])=[CH:10][C:5]=2[N:4]=[CH:3]1.[N:12]([O-])=O.[Na+].O.O.Cl[Sn]Cl.[CH3:21][CH:22]([CH3:28])[C:23](=O)[CH2:24][C:25]#[N:26]. No catalyst specified. The product is [CH:22]([C:23]1[CH:24]=[C:25]([NH2:26])[N:11]([C:9]2[CH:8]=[CH:7][C:6]3[N:2]([CH3:1])[CH:3]=[N:4][C:5]=3[CH:10]=2)[N:12]=1)([CH3:28])[CH3:21]. The yield is 0.730. (3) The reactants are C(O[CH:4](OCC)[C:5]1[CH:10]=[CH:9][C:8]([CH2:11][N:12]([CH3:20])[C:13](=[O:19])[O:14][C:15]([CH3:18])([CH3:17])[CH3:16])=[CH:7][CH:6]=1)C.[O-]S([O-])(=O)=O.[Na+].[Na+].Cl.[NH2:32][OH:33]. The catalyst is CC1OCCC1.CC(OC)(C)C. The product is [OH:33][N:32]=[CH:4][C:5]1[CH:10]=[CH:9][C:8]([CH2:11][N:12]([CH3:20])[C:13](=[O:19])[O:14][C:15]([CH3:18])([CH3:17])[CH3:16])=[CH:7][CH:6]=1. The yield is 0.890. (4) The reactants are [I:1]I.[NH2:3][C:4]1[CH:13]=[C:12]([Cl:14])[CH:11]=[CH:10][C:5]=1[C:6]([O:8][CH3:9])=[O:7]. The catalyst is CCO.S([O-])([O-])(=O)=O.[Ag+2]. The product is [NH2:3][C:4]1[CH:13]=[C:12]([Cl:14])[C:11]([I:1])=[CH:10][C:5]=1[C:6]([O:8][CH3:9])=[O:7]. The yield is 0.990. (5) The reactants are [CH3:1][O:2][CH2:3][C@@H:4]1[CH2:8][N:7]([C:9]([O:11][C:12]([CH3:15])([CH3:14])[CH3:13])=[O:10])[C@H:6]([C:16]2[NH:20][C:19]3[C:21]4[C:26]([CH:27]=[CH:28][C:18]=3[N:17]=2)=[CH:25][C:24]2[C:29]3[C:34]([CH2:35][O:36][C:23]=2[CH:22]=4)=[CH:33][C:32](B2OC(C)(C)C(C)(C)O2)=[CH:31][CH:30]=3)[CH2:5]1.Br[C:47]1[NH:51][C:50]([C@@H:52]2[CH2:56][CH2:55][C@H:54]([CH3:57])[N:53]2[C:58](=[O:68])[C@@H:59]([NH:63][C:64](=[O:67])[O:65][CH3:66])[CH:60]([CH3:62])[CH3:61])=[N:49][CH:48]=1.C(=O)([O-])[O-].[K+].[K+]. The catalyst is COCCOC.CN(C)C=O.[Pd].C1(P(C2C=CC=CC=2)C2C=CC=CC=2)C=CC=CC=1.C1(P(C2C=CC=CC=2)C2C=CC=CC=2)C=CC=CC=1.C1(P(C2C=CC=CC=2)C2C=CC=CC=2)C=CC=CC=1.C1(P(C2C=CC=CC=2)C2C=CC=CC=2)C=CC=CC=1.C1C=CC(P(C2C=CC=CC=2)[C-]2C=CC=C2)=CC=1.C1C=CC(P(C2C=CC=CC=2)[C-]2C=CC=C2)=CC=1.Cl[Pd]Cl.[Fe+2]. The product is [CH3:66][O:65][C:64]([NH:63][C@H:59]([C:58]([N:53]1[C@@H:54]([CH3:57])[CH2:55][CH2:56][C@H:52]1[C:50]1[NH:51][C:47]([C:32]2[CH:33]=[C:34]3[CH2:35][O:36][C:23]4[CH:22]=[C:21]5[C:26]([CH:27]=[CH:28][C:18]6[NH:17][C:16]([C@@H:6]7[CH2:5][C@H:4]([CH2:3][O:2][CH3:1])[CH2:8][N:7]7[C:9]([O:11][C:12]([CH3:13])([CH3:14])[CH3:15])=[O:10])=[N:20][C:19]=65)=[CH:25][C:24]=4[C:29]3=[CH:30][CH:31]=2)=[CH:48][N:49]=1)=[O:68])[CH:60]([CH3:62])[CH3:61])=[O:67]. The yield is 0.390. (6) The reactants are [CH:1]1([C:4]([NH:6][C:7]2[N:8]=[C:9]3[CH:14]=[CH:13][C:12]([S:15][C:16]4[CH:24]=[CH:23][CH:22]=[CH:21][C:17]=4[C:18](O)=[O:19])=[N:11][N:10]3[CH:25]=2)=[O:5])[CH2:3][CH2:2]1.[F:26][C:27]([F:36])([F:35])[C:28]1[CH:34]=[CH:33][C:31]([NH2:32])=[CH:30][CH:29]=1.F[P-](F)(F)(F)(F)F.N1(OC(N(C)C)=[N+](C)C)C2N=CC=CC=2N=N1.C(N(CC)C(C)C)(C)C. The catalyst is CN(C)C=O. The product is [CH:1]1([C:4]([NH:6][C:7]2[N:8]=[C:9]3[CH:14]=[CH:13][C:12]([S:15][C:16]4[CH:24]=[CH:23][CH:22]=[CH:21][C:17]=4[C:18]([NH:32][C:31]4[CH:33]=[CH:34][C:28]([C:27]([F:26])([F:35])[F:36])=[CH:29][CH:30]=4)=[O:19])=[N:11][N:10]3[CH:25]=2)=[O:5])[CH2:2][CH2:3]1. The yield is 0.740. (7) The reactants are O[CH:2]=[C:3]1[C:12]2([CH2:17][CH2:16][N:15](C(OC(C)(C)C)=O)[CH2:14][CH2:13]2)[O:11][C:10]2[C:5](=[CH:6][CH:7]=[CH:8][CH:9]=2)[C:4]1=O.[NH2:26][N:27]([CH2:35][CH2:36][O:37][CH3:38])C(=O)OC(C)(C)C.[ClH:39].O1CCOCC1. The catalyst is C(O)C. The product is [ClH:39].[CH3:38][O:37][CH2:36][CH2:35][N:27]1[C:4]2[C:5]3[CH:6]=[CH:7][CH:8]=[CH:9][C:10]=3[O:11][C:12]3([CH2:13][CH2:14][NH:15][CH2:16][CH2:17]3)[C:3]=2[CH:2]=[N:26]1. The yield is 0.440.